This data is from Full USPTO retrosynthesis dataset with 1.9M reactions from patents (1976-2016). The task is: Predict the reactants needed to synthesize the given product. (1) The reactants are: [CH2:1]([NH:3][C:4]1[C:9]([CH:10]=O)=[CH:8][N:7]=[C:6]2[NH:12][CH:13]=[CH:14][C:5]=12)[CH3:2].[F:15][C:16]1[C:22]([O:23][CH3:24])=[CH:21][C:20]([O:25][CH3:26])=[C:19]([F:27])[C:17]=1[NH2:18].CC1(C)C2CC[C@@]1(CS(O)(=O)=O)C(=O)C2.[AlH4-].[Li+].C1COCC1. Given the product [F:15][C:16]1[C:22]([O:23][CH3:24])=[CH:21][C:20]([O:25][CH3:26])=[C:19]([F:27])[C:17]=1[NH:18][CH2:10][C:9]1[CH:8]=[N:7][C:6]2[NH:12][CH:13]=[CH:14][C:5]=2[C:4]=1[NH:3][CH2:1][CH3:2], predict the reactants needed to synthesize it. (2) Given the product [Br:1][C:2]1[CH:3]=[C:4]([CH:8]=[C:9]([Br:30])[C:10]=1[O:11][C:12]1[CH:13]=[C:14]2[C:18](=[CH:19][CH:20]=1)[NH:17][C:16]([C:21]1[CH:26]=[CH:25][C:24]([Cl:27])=[CH:23][CH:22]=1)=[C:15]2[CH2:28][CH3:29])[C:5]([NH:35][CH2:34][C:33]([OH:32])=[O:36])=[O:6], predict the reactants needed to synthesize it. The reactants are: [Br:1][C:2]1[CH:3]=[C:4]([CH:8]=[C:9]([Br:30])[C:10]=1[O:11][C:12]1[CH:13]=[C:14]2[C:18](=[CH:19][CH:20]=1)[NH:17][C:16]([C:21]1[CH:26]=[CH:25][C:24]([Cl:27])=[CH:23][CH:22]=1)=[C:15]2[CH2:28][CH3:29])[C:5](O)=[O:6].C[O:32][C:33](=[O:36])[CH2:34][NH2:35].Cl.CN(C)CCCN=C=N.O.ON1C2C=CC=CC=2N=N1.C(N(CC)CC)C. (3) Given the product [C:1]([C:5]1[O:9][N:8]=[C:7]([NH:10][C:11]([NH:13][C:14]2[CH:19]=[CH:18][CH:17]=[C:16]([O:20][C:22]3[C:31]4[C:26](=[CH:27][C:28]([O:37][CH3:38])=[C:29]([O:32][CH2:33][CH2:34][CH2:35][Cl:36])[CH:30]=4)[N:25]=[CH:24][N:23]=3)[CH:15]=2)=[O:12])[CH:6]=1)([CH3:4])([CH3:2])[CH3:3], predict the reactants needed to synthesize it. The reactants are: [C:1]([C:5]1[O:9][N:8]=[C:7]([NH:10][C:11]([NH:13][C:14]2[CH:19]=[CH:18][CH:17]=[C:16]([OH:20])[CH:15]=2)=[O:12])[CH:6]=1)([CH3:4])([CH3:3])[CH3:2].Cl[C:22]1[C:31]2[C:26](=[CH:27][C:28]([O:37][CH3:38])=[C:29]([O:32][CH2:33][CH2:34][CH2:35][Cl:36])[CH:30]=2)[N:25]=[CH:24][N:23]=1. (4) Given the product [CH2:37]([O:47][CH2:48][C:8]1([C:11]([O:13][CH2:14][CH3:15])=[O:12])[CH2:9][CH2:10][C:5]2([O:4][CH2:3][CH2:2][O:1]2)[CH2:6][CH2:7]1)[C:38]1[CH:39]=[CH:40][CH:41]=[CH:42][CH:43]=1, predict the reactants needed to synthesize it. The reactants are: [O:1]1[C:5]2([CH2:10][CH2:9][CH:8]([C:11]([O:13][CH2:14][CH3:15])=[O:12])[CH2:7][CH2:6]2)[O:4][CH2:3][CH2:2]1.C[Si]([N-][Si](C)(C)C)(C)C.[K+].[CH2:37](C(OC(Cl)[CH2:37][C:38]1[CH:43]=[CH:42][CH:41]=[CH:40][CH:39]=1)Cl)[C:38]1[CH:43]=[CH:42][CH:41]=[CH:40][CH:39]=1.[Cl-].[NH4+].[O:47]1CCC[CH2:48]1. (5) Given the product [CH3:1][C:2]1[O:6][N:5]=[C:4]([C:7]2[CH:8]=[CH:9][CH:10]=[CH:11][CH:12]=2)[C:3]=1[CH2:13][O:14][C:15]1[N:20]=[N:19][C:18]([NH:21][C:22](=[O:29])[C:23]2[CH:28]=[CH:27][CH:26]=[CH:25][CH:24]=2)=[CH:17][CH:16]=1, predict the reactants needed to synthesize it. The reactants are: [CH3:1][C:2]1[O:6][N:5]=[C:4]([C:7]2[CH:12]=[CH:11][CH:10]=[CH:9][CH:8]=2)[C:3]=1[CH2:13][O:14][C:15]1[N:20]=[N:19][C:18]([NH2:21])=[CH:17][CH:16]=1.[C:22](Cl)(=[O:29])[C:23]1[CH:28]=[CH:27][CH:26]=[CH:25][CH:24]=1. (6) Given the product [C:27]([C:2]1[C:14]([O:15][CH3:16])=[CH:13][C:12]2[C:11]3[C:6](=[CH:7][C:8]([C:25]#[N:26])=[CH:9][CH:10]=3)[C:5]([CH2:21][CH2:22][CH3:23])([CH2:18][CH2:19][CH3:20])[C:4]=2[CH:3]=1)#[N:28], predict the reactants needed to synthesize it. The reactants are: Br[C:2]1[C:14]([O:15][CH3:16])=[CH:13][C:12]2[C:11]3[C:6](=[CH:7][C:8](Br)=[CH:9][CH:10]=3)[C:5]([CH2:21][CH2:22][CH3:23])([CH2:18][CH2:19][CH3:20])[C:4]=2[CH:3]=1.[Cu][C:25]#[N:26].[C-:27]#[N:28].[K+]. (7) The reactants are: Br[C:2]1[C:3]([C:19]([F:22])([F:21])[F:20])=[N:4][N:5]([CH3:18])[C:6]=1[C:7]1[CH:17]=[CH:16][C:10]2[O:11][CH2:12][C:13](=[O:15])[NH:14][C:9]=2[CH:8]=1.[F:23][C:24]1[CH:29]=[CH:28][C:27](B(O)O)=[CH:26][CH:25]=1. Given the product [F:23][C:24]1[CH:29]=[CH:28][C:27]([C:2]2[C:3]([C:19]([F:22])([F:21])[F:20])=[N:4][N:5]([CH3:18])[C:6]=2[C:7]2[CH:17]=[CH:16][C:10]3[O:11][CH2:12][C:13](=[O:15])[NH:14][C:9]=3[CH:8]=2)=[CH:26][CH:25]=1, predict the reactants needed to synthesize it.